This data is from Full USPTO retrosynthesis dataset with 1.9M reactions from patents (1976-2016). The task is: Predict the reactants needed to synthesize the given product. (1) Given the product [F:9][C:7]1[CH:8]=[C:3]([CH:4]=[C:5]([NH:10][CH2:11][C:12]2[CH:17]=[CH:16][C:15]([O:18][CH3:19])=[CH:14][CH:13]=2)[CH:6]=1)[CH2:2][N:27]1[C:28]([C:29]([C:30]2[CH:31]=[C:32]([CH:33]=[C:34]([CH3:36])[CH:35]=2)[C:37]#[N:38])=[O:39])=[C:23]([CH:20]([CH3:22])[CH3:21])[C:24](=[O:41])[NH:25][C:26]1=[O:40], predict the reactants needed to synthesize it. The reactants are: Br[CH2:2][C:3]1[CH:4]=[C:5]([NH:10][CH2:11][C:12]2[CH:17]=[CH:16][C:15]([O:18][CH3:19])=[CH:14][CH:13]=2)[CH:6]=[C:7]([F:9])[CH:8]=1.[CH:20]([C:23]1[C:24](=[O:41])[NH:25][C:26](=[O:40])[NH:27][C:28]=1[C:29](=[O:39])[C:30]1[CH:35]=[C:34]([CH3:36])[CH:33]=[C:32]([C:37]#[N:38])[CH:31]=1)([CH3:22])[CH3:21].C(=O)([O-])[O-].[K+].[K+]. (2) Given the product [Cl:21][C:18]1[CH:19]=[CH:20][C:15]([C:11]2([F:36])[CH2:12][CH2:13][NH:8][CH2:9][CH2:10]2)=[CH:16][C:17]=1[C:22]([F:25])([F:24])[F:23], predict the reactants needed to synthesize it. The reactants are: C(OC([N:8]1[CH2:13][CH2:12][C:11]([C:15]2[CH:20]=[CH:19][C:18]([Cl:21])=[C:17]([C:22]([F:25])([F:24])[F:23])[CH:16]=2)(O)[CH2:10][CH2:9]1)=O)(C)(C)C.COCCN(S(F)(F)[F:36])CCOC.S(=O)(=O)(O)O.[OH-].[Na+]. (3) Given the product [N:43]1[CH:44]=[CH:45][CH:46]=[N:47][C:42]=1[C:19]1[CH:18]=[N:17][C:16]([N:13]2[CH2:14][CH2:15][CH:10]([N:7]3[CH2:8][CH2:9][C@H:5]([O:4][C:3]4[CH:32]=[C:33]([F:40])[C:34]([S:36]([CH3:39])(=[O:38])=[O:37])=[CH:35][C:2]=4[F:1])[C:6]3=[O:31])[CH2:11][CH2:12]2)=[N:21][CH:20]=1, predict the reactants needed to synthesize it. The reactants are: [F:1][C:2]1[CH:35]=[C:34]([S:36]([CH3:39])(=[O:38])=[O:37])[C:33]([F:40])=[CH:32][C:3]=1[O:4][C@H:5]1[CH2:9][CH2:8][N:7]([CH:10]2[CH2:15][CH2:14][N:13]([C:16]3[N:21]=[CH:20][C:19](B4OC(C)(C)C(C)(C)O4)=[CH:18][N:17]=3)[CH2:12][CH2:11]2)[C:6]1=[O:31].Cl[C:42]1[N:47]=[CH:46][CH:45]=[CH:44][N:43]=1.C([O-])([O-])=O.[Na+].[Na+]. (4) Given the product [OH:2][CH2:1][C:3]1[CH:8]=[CH:7][N:6]=[C:5]([NH:9][C@@H:10]2[CH2:15][CH2:14][CH2:13][CH2:12][C@H:11]2[NH:16][C@H:17]2[CH2:22][CH2:21][CH2:20][N:19]([C:23]3[CH:24]=[CH:25][C:26]([C:27]#[N:28])=[CH:29][CH:30]=3)[CH2:18]2)[CH:4]=1, predict the reactants needed to synthesize it. The reactants are: [CH:1]([C:3]1[CH:8]=[CH:7][N:6]=[C:5]([NH:9][C@@H:10]2[CH2:15][CH2:14][CH2:13][CH2:12][C@H:11]2[NH:16][C@H:17]2[CH2:22][CH2:21][CH2:20][N:19]([C:23]3[CH:30]=[CH:29][C:26]([C:27]#[N:28])=[CH:25][CH:24]=3)[CH2:18]2)[CH:4]=1)=[O:2].[BH4-].[Na+].